Dataset: Forward reaction prediction with 1.9M reactions from USPTO patents (1976-2016). Task: Predict the product of the given reaction. (1) Given the reactants [NH2:1][C:2]1[N:7]=[C:6]([N:8]2[CH2:13][CH2:12][N:11]([C:14]([O:16][C:17]([CH3:20])([CH3:19])[CH3:18])=[O:15])[CH2:10][CH2:9]2)[CH:5]=[CH:4][CH:3]=1.[Br:21]N1C(=O)CCC1=O, predict the reaction product. The product is: [NH2:1][C:2]1[N:7]=[C:6]([N:8]2[CH2:13][CH2:12][N:11]([C:14]([O:16][C:17]([CH3:20])([CH3:19])[CH3:18])=[O:15])[CH2:10][CH2:9]2)[CH:5]=[CH:4][C:3]=1[Br:21]. (2) Given the reactants [CH3:1][O:2][C:3]1[CH:8]=[C:7]([C:9]([F:12])([F:11])[F:10])[CH:6]=[CH:5][C:4]=1B(O)O.Cl[C:17]1[C:26]2[C:21](=[CH:22][C:23]([S:27]([O:30][C:31]3[C:36]([F:37])=[C:35]([F:38])[C:34]([F:39])=[C:33]([F:40])[C:32]=3[F:41])(=[O:29])=[O:28])=[CH:24][CH:25]=2)[CH:20]=[CH:19][N:18]=1.P([O-])([O-])([O-])=O.[K+].[K+].[K+], predict the reaction product. The product is: [CH3:1][O:2][C:3]1[CH:8]=[C:7]([C:9]([F:12])([F:11])[F:10])[CH:6]=[CH:5][C:4]=1[C:17]1[C:26]2[C:21](=[CH:22][C:23]([S:27]([O:30][C:31]3[C:32]([F:41])=[C:33]([F:40])[C:34]([F:39])=[C:35]([F:38])[C:36]=3[F:37])(=[O:29])=[O:28])=[CH:24][CH:25]=2)[CH:20]=[CH:19][N:18]=1.